Task: Predict the reaction yield, written as a fraction of the theoretical maximum amount of product (1.0 means a 100% yield; for example, 0.34 means a 34% yield).. Dataset: Reaction yield outcomes from USPTO patents with 853,638 reactions (1) The reactants are [C:1]1([C:11]([O:13][CH3:14])=[O:12])[CH:6]=[CH:5][CH:4]=[C:3]([C:7]([O:9]C)=O)[CH:2]=1.[Li+].C[Si]([N-][Si](C)(C)C)(C)C.[Cl:25][C:26]1[N:31]=[C:30]([CH3:32])[CH:29]=[CH:28][N:27]=1. The catalyst is C1COCC1. The product is [Cl:25][C:26]1[N:31]=[C:30]([CH2:32][C:7]([C:3]2[CH:2]=[C:1]([CH:6]=[CH:5][CH:4]=2)[C:11]([O:13][CH3:14])=[O:12])=[O:9])[CH:29]=[CH:28][N:27]=1. The yield is 0.870. (2) The reactants are [O:1]([C@H:9]1[CH2:14][CH2:13][C@H:12]2[C@H:15]3[C@H:24]([CH2:25][CH2:26][C@:10]12[CH3:11])[C:23]1[CH:22]=[CH:21][C:20]([O:27][CH3:28])=[CH:19][C:18]=1[CH:17]([OH:29])[CH2:16]3)[Si:2]([C:5]([CH3:8])([CH3:7])[CH3:6])([CH3:4])[CH3:3]. The product is [O:1]([C@H:9]1[CH2:14][CH2:13][C@H:12]2[C@H:15]3[C@H:24]([CH2:25][CH2:26][C@:10]12[CH3:11])[C:23]1[CH:22]=[CH:21][C:20]([O:27][CH3:28])=[CH:19][C:18]=1[C:17](=[O:29])[CH2:16]3)[Si:2]([C:5]([CH3:8])([CH3:7])[CH3:6])([CH3:4])[CH3:3]. The catalyst is ClCCl.[O-2].[O-2].[Mn+4]. The yield is 0.790. (3) The reactants are [CH:1]([N:4]1[C:8]2[CH:9]=[CH:10][CH:11]=[CH:12][C:7]=2[N:6]([C:13]([NH:15][CH2:16][CH:17]2[CH2:22][CH2:21][N:20]([CH2:23][C:24]3([C:29]([O:31]C)=[O:30])[CH2:28][CH2:27][CH2:26][CH2:25]3)[CH2:19][CH2:18]2)=[O:14])[C:5]1=[O:33])([CH3:3])[CH3:2].Cl. The catalyst is C(O)(=O)C. The product is [CH:1]([N:4]1[C:8]2[CH:9]=[CH:10][CH:11]=[CH:12][C:7]=2[N:6]([C:13]([NH:15][CH2:16][CH:17]2[CH2:18][CH2:19][N:20]([CH2:23][C:24]3([C:29]([OH:31])=[O:30])[CH2:28][CH2:27][CH2:26][CH2:25]3)[CH2:21][CH2:22]2)=[O:14])[C:5]1=[O:33])([CH3:3])[CH3:2]. The yield is 0.850. (4) The reactants are [C:1]1([C@@H:7]2[NH:12][C:11](=[O:13])[C@H:10]([C:14]3[S:15][CH:16]=[CH:17][CH:18]=3)[NH:9][CH2:8]2)[CH:6]=[CH:5][CH:4]=[CH:3][CH:2]=1.[F:19][C:20]1[CH:25]=[CH:24][C:23]([C@@H:26]2[CH2:28][C@H:27]2[C:29](O)=[O:30])=[CH:22][CH:21]=1.C([C@@H]1N(C(=O)/C=C/C2C=CC=CC=2)C[C@H](CC(C)C)NC1=O)C(C)C. No catalyst specified. The product is [F:19][C:20]1[CH:21]=[CH:22][C:23]([C@@H:26]2[CH2:28][C@H:27]2[C:29]([N:9]2[CH2:8][C@H:7]([C:1]3[CH:2]=[CH:3][CH:4]=[CH:5][CH:6]=3)[NH:12][C:11](=[O:13])[C@@H:10]2[C:14]2[S:15][CH:16]=[CH:17][CH:18]=2)=[O:30])=[CH:24][CH:25]=1. The yield is 0.870. (5) The reactants are O.C1(C)C=CC(S(O)(=O)=O)=CC=1.[CH3:13][C:14]1[CH:19]=[CH:18][C:17]([C:20]([CH3:22])=O)=[CH:16][CH:15]=1.[C:23]1([C@@H:29]([NH2:31])[CH3:30])[CH:28]=[CH:27][CH:26]=[CH:25][CH:24]=1. The catalyst is C1(C)C=CC=CC=1. The product is [C:23]1([C:29](=[N:31][C@H:20]([C:17]2[CH:18]=[CH:19][C:14]([CH3:13])=[CH:15][CH:16]=2)[CH3:22])[CH3:30])[CH:28]=[CH:27][CH:26]=[CH:25][CH:24]=1. The yield is 0.890. (6) The reactants are C1(C2NN=C(NC3C(=O)N(C)C=C(C4C=CN=C(N5CCN6C7CCCCC=7C=C6C5=O)C=4CO)C=3)C=2)CC1.C([O-])(=O)C.C([O:47][CH2:48][C:49]1[C:50]([N:81]2[CH2:93][CH2:92][N:84]3[C:85]4[CH2:86][CH2:87][CH2:88][CH2:89][C:90]=4[CH:91]=[C:83]3[C:82]2=[O:94])=[N:51][CH:52]=[CH:53][C:54]=1[C:55]1[CH:60]=[C:59]([NH:61][C:62]2[CH:67]=[CH:66][C:65]([N:68]3[CH2:73][CH2:72][N:71]([CH2:74][C:75]([OH:78])([CH3:77])[CH3:76])[CH2:70][CH2:69]3)=[CH:64][N:63]=2)[C:58](=[O:79])[N:57]([CH3:80])[CH:56]=1)(=O)C.O[Li].O. The catalyst is CC(O)C.C1COCC1.O. The product is [OH:78][C:75]([CH3:77])([CH3:76])[CH2:74][N:71]1[CH2:72][CH2:73][N:68]([C:65]2[CH:66]=[CH:67][C:62]([NH:61][C:59]3[C:58](=[O:79])[N:57]([CH3:80])[CH:56]=[C:55]([C:54]4[CH:53]=[CH:52][N:51]=[C:50]([N:81]5[CH2:93][CH2:92][N:84]6[C:85]7[CH2:86][CH2:87][CH2:88][CH2:89][C:90]=7[CH:91]=[C:83]6[C:82]5=[O:94])[C:49]=4[CH2:48][OH:47])[CH:60]=3)=[N:63][CH:64]=2)[CH2:69][CH2:70]1. The yield is 0.420. (7) The reactants are [Cl-].[Cl:2][C:3]1[N:8]=[C:7]([C:9]2[S:13][CH:12]=[N:11][C:10]=2[C:14]2[CH:15]=[C:16]([NH:20][C:21](=[O:28])[CH2:22][C:23]3[S:24][CH:25]=[CH:26][CH:27]=3)[CH:17]=[CH:18][CH:19]=2)[CH:6]=[CH:5][N:4]=1.[NH2:29][C:30]1[CH:31]=[CH:32][C:33]2[O:38][CH2:37][C:36](=[O:39])[NH:35][C:34]=2[CH:40]=1. No catalyst specified. The product is [ClH:2].[O:39]=[C:36]1[NH:35][C:34]2[CH:40]=[C:30]([NH:29][C:3]3[N:8]=[C:7]([C:9]4[S:13][CH:12]=[N:11][C:10]=4[C:14]4[CH:15]=[C:16]([NH:20][C:21](=[O:28])[CH2:22][C:23]5[S:24][CH:25]=[CH:26][CH:27]=5)[CH:17]=[CH:18][CH:19]=4)[CH:6]=[CH:5][N:4]=3)[CH:31]=[CH:32][C:33]=2[O:38][CH2:37]1. The yield is 0.590. (8) The reactants are Br[C:2]1[CH:7]=[CH:6][CH:5]=[CH:4][C:3]=1[Br:8].[Li]CCCC.[CH:14](=[O:21])[C:15]1[CH:20]=[CH:19][CH:18]=[CH:17][CH:16]=1. The catalyst is C1COCC1.CCCCCC. The product is [Br:8][C:3]1[CH:4]=[CH:5][CH:6]=[CH:7][C:2]=1[CH:14]([C:15]1[CH:20]=[CH:19][CH:18]=[CH:17][CH:16]=1)[OH:21]. The yield is 0.750.